From a dataset of Peptide-MHC class I binding affinity with 185,985 pairs from IEDB/IMGT. Regression. Given a peptide amino acid sequence and an MHC pseudo amino acid sequence, predict their binding affinity value. This is MHC class I binding data. (1) The peptide sequence is ILTRLALFF. The MHC is HLA-A68:02 with pseudo-sequence HLA-A68:02. The binding affinity (normalized) is 0.0847. (2) The binding affinity (normalized) is 0.269. The peptide sequence is RPMREVRFL. The MHC is HLA-B15:01 with pseudo-sequence HLA-B15:01. (3) The peptide sequence is KEDRRYGPA. The MHC is Mamu-A11 with pseudo-sequence Mamu-A11. The binding affinity (normalized) is 0.161. (4) The peptide sequence is AARLKRSAT. The MHC is HLA-A02:06 with pseudo-sequence HLA-A02:06. The binding affinity (normalized) is 0. (5) The peptide sequence is RQFYTAFEF. The MHC is Mamu-B3901 with pseudo-sequence Mamu-B3901. The binding affinity (normalized) is 0.752.